This data is from Peptide-MHC class II binding affinity with 134,281 pairs from IEDB. The task is: Regression. Given a peptide amino acid sequence and an MHC pseudo amino acid sequence, predict their binding affinity value. This is MHC class II binding data. (1) The peptide sequence is GELQIVDKIDAKFKI. The MHC is DRB3_0202 with pseudo-sequence DRB3_0202. The binding affinity (normalized) is 0.0797. (2) The peptide sequence is NSFKPFAEYKSDYVY. The MHC is DRB1_0701 with pseudo-sequence DRB1_0701. The binding affinity (normalized) is 0.480. (3) The peptide sequence is PARLFKAFVLDSDNL. The MHC is DRB1_0401 with pseudo-sequence DRB1_0401. The binding affinity (normalized) is 0.746. (4) The peptide sequence is VLNRKTFEREYPTIK. The MHC is DRB1_0701 with pseudo-sequence DRB1_0701. The binding affinity (normalized) is 0.304. (5) The peptide sequence is GQKYFKGNFQRLAIT. The MHC is DRB1_1001 with pseudo-sequence DRB1_1001. The binding affinity (normalized) is 0.775.